This data is from Catalyst prediction with 721,799 reactions and 888 catalyst types from USPTO. The task is: Predict which catalyst facilitates the given reaction. (1) Reactant: Br[C:2]1[CH:3]=[C:4]2[C:9](=[CH:10][CH:11]=1)[N:8]=[CH:7][CH:6]=[C:5]2[O:12][C:13]1[CH:18]=[CH:17][CH:16]=[CH:15][CH:14]=1.C([Li])CCC.CN(C)[CH:26]=[O:27]. Product: [O:12]([C:5]1[C:4]2[C:9](=[CH:10][CH:11]=[C:2]([CH:26]=[O:27])[CH:3]=2)[N:8]=[CH:7][CH:6]=1)[C:13]1[CH:18]=[CH:17][CH:16]=[CH:15][CH:14]=1. The catalyst class is: 683. (2) The catalyst class is: 6. Product: [Cl:1][C:2]1[CH:3]=[C:4]([CH:21]=[CH:22][C:23]=1[Cl:24])[CH2:5][C:6]1[NH:15][C:14](=[O:16])[C:13]2[C:8](=[CH:9][C:10]([C:17]([OH:19])=[O:18])=[CH:11][CH:12]=2)[N:7]=1. Reactant: [Cl:1][C:2]1[CH:3]=[C:4]([CH:21]=[CH:22][C:23]=1[Cl:24])[CH2:5][C:6]1[NH:15][C:14](=[O:16])[C:13]2[C:8](=[CH:9][C:10]([C:17]([O:19]C)=[O:18])=[CH:11][CH:12]=2)[N:7]=1.[OH-].[Na+].Cl.